From a dataset of Reaction yield outcomes from USPTO patents with 853,638 reactions. Predict the reaction yield, written as a fraction of the theoretical maximum amount of product (1.0 means a 100% yield; for example, 0.34 means a 34% yield). (1) The reactants are Cl.[C:2]([NH2:5])(=[NH:4])[CH3:3].C[O-].[Na+].[C:9]([C:11]1[CH:16]=[CH:15][CH:14]=[CH:13][C:12]=1[C:17]1[CH:22]=[CH:21][C:20]([CH2:23][CH:24]([C:30](=O)[CH2:31][CH2:32][CH3:33])[C:25](OCC)=[O:26])=[C:19]([F:35])[CH:18]=1)#[N:10].[Cl-].[NH4+]. The catalyst is CO.C(OCC)(=O)C. The product is [F:35][C:19]1[CH:18]=[C:17]([C:12]2[C:11]([C:9]#[N:10])=[CH:16][CH:15]=[CH:14][CH:13]=2)[CH:22]=[CH:21][C:20]=1[CH2:23][C:24]1[C:25](=[O:26])[NH:5][C:2]([CH3:3])=[N:4][C:30]=1[CH2:31][CH2:32][CH3:33]. The yield is 0.780. (2) The reactants are [OH:1][C@H:2]1[CH2:6][NH:5][C@H:4]([C:7]([OH:9])=[O:8])[CH2:3]1.C([O-])(O)=O.[Na+].[CH3:15][C:16]([O:19][C:20](O[C:20]([O:19][C:16]([CH3:18])([CH3:17])[CH3:15])=[O:21])=[O:21])([CH3:18])[CH3:17].Cl. The catalyst is O1CCOCC1.O. The product is [C:20]([N:5]1[CH2:6][C@H:2]([OH:1])[CH2:3][C@H:4]1[C:7]([OH:9])=[O:8])([O:19][C:16]([CH3:18])([CH3:17])[CH3:15])=[O:21]. The yield is 0.820. (3) The reactants are [OH:1][C:2]1[C:9]([OH:10])=[CH:8][CH:7]=[CH:6][C:3]=1[CH:4]=[O:5].C(=O)([O-])[O-].[K+].[K+].I[CH2:18][CH3:19].O. The catalyst is CN(C=O)C. The product is [CH2:18]([O:1][C:2]1[C:9]([OH:10])=[CH:8][CH:7]=[CH:6][C:3]=1[CH:4]=[O:5])[CH3:19]. The yield is 0.550. (4) The reactants are [C:1]([C:3]1[CH:4]=[C:5]([NH:9][C:10]([C:12]2[N:13]([CH3:18])[N:14]=[C:15]([CH3:17])[CH:16]=2)=[O:11])[CH:6]=[CH:7][CH:8]=1)#[CH:2].Br[C:20]1[CH:21]=[N:22][CH:23]=[C:24]([CH:37]=1)[C:25]([N:27]=[S@@:28]([CH3:36])(=[O:35])[C:29]1[CH:34]=[CH:33][CH:32]=[CH:31][CH:30]=1)=[O:26]. No catalyst specified. The product is [CH3:18][N:13]1[C:12]([C:10]([NH:9][C:5]2[CH:4]=[C:3]([C:1]#[C:2][C:20]3[CH:21]=[N:22][CH:23]=[C:24]([CH:37]=3)[C:25]([N:27]=[S@@:28]([CH3:36])(=[O:35])[C:29]3[CH:34]=[CH:33][CH:32]=[CH:31][CH:30]=3)=[O:26])[CH:8]=[CH:7][CH:6]=2)=[O:11])=[CH:16][C:15]([CH3:17])=[N:14]1. The yield is 0.640. (5) The reactants are Br[C:2]1[CH:7]=[CH:6][C:5]([CH:8]([NH:11][C:12](=[O:18])[O:13][C:14]([CH3:17])([CH3:16])[CH3:15])[CH2:9][CH3:10])=[CH:4][CH:3]=1.[B:19]1([B:19]2[O:23][C:22]([CH3:25])([CH3:24])[C:21]([CH3:27])([CH3:26])[O:20]2)[O:23][C:22]([CH3:25])([CH3:24])[C:21]([CH3:27])([CH3:26])[O:20]1. No catalyst specified. The product is [CH3:26][C:21]1([CH3:27])[C:22]([CH3:25])([CH3:24])[O:23][B:19]([C:2]2[CH:7]=[CH:6][C:5]([CH:8]([NH:11][C:12](=[O:18])[O:13][C:14]([CH3:17])([CH3:16])[CH3:15])[CH2:9][CH3:10])=[CH:4][CH:3]=2)[O:20]1. The yield is 0.930. (6) The product is [CH3:13][O:12][C:4]1[CH:3]=[C:2]([NH:1][C:87]([CH:45]2[CH2:46][CH:47]([O:68][CH2:69][CH2:70][CH2:71][CH2:72][CH2:73][CH2:74][CH2:75][CH2:76][CH2:77][CH2:78][CH2:79][CH2:80][CH2:81][CH2:82][CH2:83][CH2:84][CH2:85][CH3:86])[CH:48]([O:49][CH2:50][CH2:51][CH2:52][CH2:53][CH2:54][CH2:55][CH2:56][CH2:57][CH2:58][CH2:59][CH2:60][CH2:61][CH2:62][CH2:63][CH2:64][CH2:65][CH2:66][CH3:67])[CH:43]([O:42][CH2:24][CH2:25][CH2:26][CH2:27][CH2:28][CH2:29][CH2:30][CH2:31][CH2:32][CH2:33][CH2:34][CH2:35][CH2:36][CH2:37][CH2:38][CH2:39][CH2:40][CH3:41])[CH2:44]2)=[O:88])[CH:11]=[CH:10][C:5]=1[C:6]([O:8][CH3:9])=[O:7]. The catalyst is C(Cl)(Cl)Cl. The yield is 0.270. The reactants are [NH2:1][C:2]1[CH:11]=[CH:10][C:5]([C:6]([O:8][CH3:9])=[O:7])=[C:4]([O:12][CH3:13])[CH:3]=1.C1C=CC2N(O)N=NC=2C=1.[CH2:24]([O:42][CH:43]1[CH:48]([O:49][CH2:50][CH2:51][CH2:52][CH2:53][CH2:54][CH2:55][CH2:56][CH2:57][CH2:58][CH2:59][CH2:60][CH2:61][CH2:62][CH2:63][CH2:64][CH2:65][CH2:66][CH3:67])[CH:47]([O:68][CH2:69][CH2:70][CH2:71][CH2:72][CH2:73][CH2:74][CH2:75][CH2:76][CH2:77][CH2:78][CH2:79][CH2:80][CH2:81][CH2:82][CH2:83][CH2:84][CH2:85][CH3:86])[CH2:46][CH:45]([C:87](O)=[O:88])[CH2:44]1)[CH2:25][CH2:26][CH2:27][CH2:28][CH2:29][CH2:30][CH2:31][CH2:32][CH2:33][CH2:34][CH2:35][CH2:36][CH2:37][CH2:38][CH2:39][CH2:40][CH3:41].CCN=C=NCCCN(C)C.Cl. (7) The reactants are [Br:1][C:2]1[C:3]([F:12])=[C:4]2[C:10]([NH2:11])=[CH:9][NH:8][C:5]2=[N:6][CH:7]=1.[CH3:13][CH:14]([CH3:19])[CH2:15][C:16](O)=[O:17].C(N(CC)CC)C. The catalyst is C(Cl)Cl. The product is [Br:1][C:2]1[C:3]([F:12])=[C:4]2[C:10]([NH:11][C:16](=[O:17])[CH2:15][CH:14]([CH3:19])[CH3:13])=[CH:9][NH:8][C:5]2=[N:6][CH:7]=1. The yield is 0.670.